This data is from Forward reaction prediction with 1.9M reactions from USPTO patents (1976-2016). The task is: Predict the product of the given reaction. (1) Given the reactants [NH2:1][C:2]1[C:11]([Cl:12])=[CH:10][C:5]([C:6]([O:8][CH3:9])=[O:7])=[C:4]([O:13][CH3:14])[CH:3]=1.[C:15](OC(=O)C)(=[O:17])[CH3:16], predict the reaction product. The product is: [C:15]([NH:1][C:2]1[C:11]([Cl:12])=[CH:10][C:5]([C:6]([O:8][CH3:9])=[O:7])=[C:4]([O:13][CH3:14])[CH:3]=1)(=[O:17])[CH3:16]. (2) Given the reactants [Cl:1][C:2]1[C:3](Cl)=[N:4][CH:5]=[C:6]([CH:12]=1)[C:7]([O:9][CH2:10][CH3:11])=[O:8].[C:14]([O:18][C:19]([N:21]1[CH2:26][CH2:25][NH:24][CH2:23][CH2:22]1)=[O:20])([CH3:17])([CH3:16])[CH3:15].C(N(CC)C(C)C)(C)C.O, predict the reaction product. The product is: [C:14]([O:18][C:19]([N:21]1[CH2:26][CH2:25][N:24]([C:3]2[C:2]([Cl:1])=[CH:12][C:6]([C:7]([O:9][CH2:10][CH3:11])=[O:8])=[CH:5][N:4]=2)[CH2:23][CH2:22]1)=[O:20])([CH3:17])([CH3:15])[CH3:16]. (3) Given the reactants Cl[S:2]([C:5]1[CH:6]=[C:7]([C:11]2[C:20]([CH3:22])([CH3:21])[CH2:19][C:18]3[C:13](=[CH:14][CH:15]=[C:16]([C:23]([O:25][CH3:26])=[O:24])[CH:17]=3)[N:12]=2)[CH:8]=[CH:9][CH:10]=1)(=[O:4])=[O:3].[CH3:27][CH:28]([NH2:30])[CH3:29].C(N(CC)C(C)C)(C)C, predict the reaction product. The product is: [CH:28]([NH:30][S:2]([C:5]1[CH:6]=[C:7]([C:11]2[C:20]([CH3:22])([CH3:21])[CH2:19][C:18]3[C:13](=[CH:14][CH:15]=[C:16]([C:23]([O:25][CH3:26])=[O:24])[CH:17]=3)[N:12]=2)[CH:8]=[CH:9][CH:10]=1)(=[O:4])=[O:3])([CH3:29])[CH3:27]. (4) Given the reactants [Br:1][C:2]1[CH:7]=[C:6]([N+]([O-])=O)[CH:5]=[C:4]([Br:11])[N:3]=1.[CH3:12][S-:13].[Na+], predict the reaction product. The product is: [Br:1][C:2]1[CH:7]=[C:6]([S:13][CH3:12])[CH:5]=[C:4]([Br:11])[N:3]=1. (5) Given the reactants [NH2:1][CH2:2][CH2:3][CH2:4][N:5]([CH3:17])[S:6]([C:9]1[CH:14]=[CH:13][CH:12]=[CH:11][C:10]=1[C:15]#[N:16])(=[O:8])=[O:7].[S:18]1[C:22]2[CH:23]=[CH:24][CH:25]=[CH:26][C:21]=2[CH:20]=[C:19]1[C:27]([NH:29][C@H:30]([C:35](O)=[O:36])[CH2:31][CH:32]([CH3:34])[CH3:33])=[O:28].C1C=C2C(N(O)N=NC2=CC=1)=O.CN1CCOCC1.CCN=C=NCCCN(C)C.Cl, predict the reaction product. The product is: [C:15]([C:10]1[CH:11]=[CH:12][CH:13]=[CH:14][C:9]=1[S:6]([N:5]([CH3:17])[CH2:4][CH2:3][CH2:2][NH:1][C:35]([C@@H:30]([NH:29][C:27]([C:19]1[S:18][C:22]2[CH:23]=[CH:24][CH:25]=[CH:26][C:21]=2[CH:20]=1)=[O:28])[CH2:31][CH:32]([CH3:34])[CH3:33])=[O:36])(=[O:8])=[O:7])#[N:16]. (6) Given the reactants [C:1]([CH:3]1[C:12]2[C:7](=[CH:8][CH:9]=[CH:10][CH:11]=2)[C:5](=[O:6])[O:4]1)#N.[Li+].C[Si]([N-][Si](C)(C)C)(C)C.N1[CH2:28][CH2:27]OCC1.[Al].[CH2:30]1[CH2:34]OC[CH2:31]1, predict the reaction product. The product is: [CH:28]1[C:27]2[C:5](=[O:6])[C:7]3[C:12](=[CH:11][CH:10]=[CH:9][CH:8]=3)[C:3](=[O:4])[C:1]=2[CH:34]=[CH:30][CH:31]=1.